Predict the reactants needed to synthesize the given product. From a dataset of Full USPTO retrosynthesis dataset with 1.9M reactions from patents (1976-2016). (1) Given the product [CH2:32]([NH:39][C:19]([C:14]1[C:13]([C:8]2[CH:9]=[CH:10][CH:11]=[CH:12][C:7]=2[CH2:6][N:5]2[C:4](=[O:22])[C:3]3=[CH:23][CH:24]=[CH:25][CH:26]=[C:2]3[C:1]2=[O:27])=[CH:18][CH:17]=[CH:16][CH:15]=1)=[O:21])[C:33]1[CH:38]=[CH:37][CH:36]=[CH:35][CH:34]=1, predict the reactants needed to synthesize it. The reactants are: [C:1]1(=[O:27])[N:5]([CH2:6][C:7]2[CH:12]=[CH:11][CH:10]=[CH:9][C:8]=2[C:13]2[C:14]([C:19]([OH:21])=O)=[CH:15][CH:16]=[CH:17][CH:18]=2)[C:4](=[O:22])[C:3]2=[CH:23][CH:24]=[CH:25][CH:26]=[C:2]12.S(Cl)(Cl)=O.[CH2:32]([NH2:39])[C:33]1[CH:38]=[CH:37][CH:36]=[CH:35][CH:34]=1. (2) Given the product [ClH:1].[Cl:19][CH2:15][C:13]1[CH:12]=[CH:11][N:10]=[C:9]([C:4]2[CH:5]=[CH:6][C:7]([Cl:8])=[C:2]([Cl:1])[CH:3]=2)[CH:14]=1, predict the reactants needed to synthesize it. The reactants are: [Cl:1][C:2]1[CH:3]=[C:4]([C:9]2[CH:14]=[C:13]([CH2:15]O)[CH:12]=[CH:11][N:10]=2)[CH:5]=[CH:6][C:7]=1[Cl:8].S(Cl)([Cl:19])=O. (3) Given the product [C:1]([NH:4][C:5]1[CH:6]=[C:7]2[C:12](=[O:13])[N:11]([CH:14]([C:19]3[CH:24]=[CH:23][C:22]([O:25][CH3:26])=[C:21]([O:27][CH:28]4[CH2:29][CH2:30][CH2:31][CH2:32]4)[CH:20]=3)[CH2:15][C:16]([NH:48][OH:49])=[O:18])[C:9](=[O:10])[C:8]2=[CH:33][CH:34]=1)(=[O:3])[CH3:2], predict the reactants needed to synthesize it. The reactants are: [C:1]([NH:4][C:5]1[CH:6]=[C:7]2[C:12](=[O:13])[N:11]([CH:14]([C:19]3[CH:24]=[CH:23][C:22]([O:25][CH3:26])=[C:21]([O:27][CH:28]4[CH2:32][CH2:31][CH2:30][CH2:29]4)[CH:20]=3)[CH2:15][C:16]([OH:18])=O)[C:9](=[O:10])[C:8]2=[CH:33][CH:34]=1)(=[O:3])[CH3:2].C(N1C=CN=C1)(N1C=CN=C1)=O.Cl.[NH2:48][OH:49]. (4) Given the product [CH2:7]([NH:14][CH:15]([CH2:21][CH:22]([F:23])[F:24])[CH2:16][OH:17])[C:8]1[CH:13]=[CH:12][CH:11]=[CH:10][CH:9]=1, predict the reactants needed to synthesize it. The reactants are: [H-].[Al+3].[Li+].[H-].[H-].[H-].[CH2:7]([NH:14][CH:15]([CH2:21][CH:22]([F:24])[F:23])[C:16](OCC)=[O:17])[C:8]1[CH:13]=[CH:12][CH:11]=[CH:10][CH:9]=1.O.[OH-].[Na+].